Dataset: Peptide-MHC class II binding affinity with 134,281 pairs from IEDB. Task: Regression. Given a peptide amino acid sequence and an MHC pseudo amino acid sequence, predict their binding affinity value. This is MHC class II binding data. (1) The peptide sequence is LTHVKINDKCPSTGE. The MHC is DRB1_0404 with pseudo-sequence DRB1_0404. The binding affinity (normalized) is 0. (2) The binding affinity (normalized) is 0. The peptide sequence is IPVFLQEALNIALVA. The MHC is DRB1_0301 with pseudo-sequence DRB1_0301. (3) The peptide sequence is ASKNFHLQKNTIGTG. The MHC is DRB1_1201 with pseudo-sequence DRB1_1201. The binding affinity (normalized) is 0.354. (4) The peptide sequence is FWYVNHTGFNVHSLP. The MHC is DRB1_1101 with pseudo-sequence DRB1_1101. The binding affinity (normalized) is 0.416. (5) The peptide sequence is LSEEKVPWDQVVMTS. The MHC is DRB1_0404 with pseudo-sequence DRB1_0404. The binding affinity (normalized) is 0.331.